From a dataset of Full USPTO retrosynthesis dataset with 1.9M reactions from patents (1976-2016). Predict the reactants needed to synthesize the given product. (1) Given the product [Cl:8][C:5]1[N:4]=[C:3]([CH3:9])[C:2]([NH:1][S:11]([CH3:10])(=[O:13])=[O:12])=[CH:7][CH:6]=1, predict the reactants needed to synthesize it. The reactants are: [NH2:1][C:2]1[C:3]([CH3:9])=[N:4][C:5]([Cl:8])=[CH:6][CH:7]=1.[CH3:10][S:11](Cl)(=[O:13])=[O:12]. (2) Given the product [CH3:47][S:44]([C:41]1[CH:42]=[CH:43][C:38]([C:34]2([C@@H:35]([CH3:1])[C:25]([NH2:21])=[O:26])[C:33]([CH:28]3[CH2:32][CH2:31][CH2:30][CH2:29]3)=[N:53][C:52]([Br:55])=[CH:51][NH:50]2)=[CH:39][CH:40]=1)(=[O:46])=[O:45], predict the reactants needed to synthesize it. The reactants are: [C:1]1(P(C2C=CC=CC=2)C2C=CC=CC=2)C=CC=CC=1.Br[N:21]1[C:25](=[O:26])CCC1=O.[CH:28]1([CH2:33][C@H:34]([C:38]2[CH:43]=[CH:42][C:41]([S:44]([CH3:47])(=[O:46])=[O:45])=[CH:40][CH:39]=2)[C:35](O)=O)[CH2:32][CH2:31][CH2:30][CH2:29]1.NC1C=[N:53][C:52]([Br:55])=[CH:51][N:50]=1.N1C=CC=CC=1. (3) Given the product [CH3:1][N:2]1[C:10]2[C:5](=[CH:6][CH:7]=[CH:8][CH:9]=2)[CH:4]=[C:3]1[CH2:11][NH:12][CH2:13][CH2:14][CH2:15][CH3:16], predict the reactants needed to synthesize it. The reactants are: [CH3:1][N:2]1[C:10]2[C:5](=[CH:6][CH:7]=[CH:8][CH:9]=2)[CH:4]=[C:3]1[CH2:11][NH2:12].[CH:13](=O)[CH2:14][CH2:15][CH3:16]. (4) Given the product [CH3:17][S:18]([O:7][CH:4]1[CH2:5][CH2:6][O:1][CH2:2][CH2:3]1)(=[O:20])=[O:19], predict the reactants needed to synthesize it. The reactants are: [O:1]1[CH2:6][CH2:5][CH:4]([OH:7])[CH2:3][CH2:2]1.CCN(C(C)C)C(C)C.[CH3:17][S:18](Cl)(=[O:20])=[O:19].